From a dataset of Catalyst prediction with 721,799 reactions and 888 catalyst types from USPTO. Predict which catalyst facilitates the given reaction. (1) Reactant: [Cl:1][C:2]1[CH:7]=[CH:6][C:5]([NH:8][C:9](N2C=CN=C2)=[O:10])=[C:4]([C:16](=[O:24])[C:17]2[CH:22]=[CH:21][C:20]([Br:23])=[CH:19][CH:18]=2)[CH:3]=1.[F:25][C:26]([F:30])([F:29])[CH2:27][NH2:28]. Product: [Cl:1][C:2]1[CH:3]=[C:4]2[C:5](=[CH:6][CH:7]=1)[NH:8][C:9](=[O:10])[N:28]([CH2:27][C:26]([F:30])([F:29])[F:25])[C:16]2([C:17]1[CH:22]=[CH:21][C:20]([Br:23])=[CH:19][CH:18]=1)[OH:24]. The catalyst class is: 1. (2) Reactant: C(N(CC)[CH2:4][CH2:5][O:6][CH2:7][CH2:8][O:9][C:10]1[C:19]2[CH2:18][CH2:17][CH2:16][CH2:15][C:14]=2[C:13]([C:20]2[N:25]=[C:24](N)[CH:23]=[CH:22][CH:21]=2)=[CH:12][CH:11]=1)C.BrCC(O[CH2:34][CH3:35])=O.C(=O)([O-])[O-].[K+].[K+].[OH2:42]. Product: [CH3:21][C:20]1[NH:25][C:34]([CH3:35])=[CH:12][C:13]=1[C:24]1[CH:23]=[CH:22][CH:21]=[C:20]([C:13]2[C:18]3[CH2:17][CH2:16][CH2:15][CH2:14][C:19]=3[C:10]([O:9][CH2:8][C:7]([O:6][CH2:5][CH3:4])=[O:42])=[CH:11][CH:12]=2)[N:25]=1. The catalyst class is: 10.